Dataset: Full USPTO retrosynthesis dataset with 1.9M reactions from patents (1976-2016). Task: Predict the reactants needed to synthesize the given product. (1) Given the product [Br:19][C:15]1[N:14]=[C:13]([C:11]2[N:10]=[N:9][N:8]([CH2:7][CH2:6][OH:5])[CH:12]=2)[CH:18]=[CH:17][CH:16]=1, predict the reactants needed to synthesize it. The reactants are: [BH4-].[Na+].C([O:5][C:6](=O)[CH2:7][N:8]1[CH:12]=[C:11]([C:13]2[CH:18]=[CH:17][CH:16]=[C:15]([Br:19])[N:14]=2)[N:10]=[N:9]1)C. (2) The reactants are: [Cl:1][C:2]1[C:3]([N:8]2[CH:12]([C:13]([O:15][CH2:16][CH3:17])=[O:14])[CH2:11][C:10](=[O:18])[NH:9]2)=[N:4][CH:5]=[CH:6][CH:7]=1.S(=O)(=O)(O)O.S(OOS([O-])(=O)=O)([O-])(=O)=O.[K+].[K+]. Given the product [Cl:1][C:2]1[C:3]([N:8]2[C:12]([C:13]([O:15][CH2:16][CH3:17])=[O:14])=[CH:11][C:10]([OH:18])=[N:9]2)=[N:4][CH:5]=[CH:6][CH:7]=1, predict the reactants needed to synthesize it. (3) The reactants are: [CH:1]1([CH2:4][C:5]([OH:7])=[O:6])[CH2:3][CH2:2]1.S(Cl)(Cl)=O.BrN1C(=O)C[CH2:15][C:14]1=O.[BrH:20]. Given the product [Br:20][CH:4]([CH:1]1[CH2:3][CH2:2]1)[C:5]([O:7][CH2:14][CH3:15])=[O:6], predict the reactants needed to synthesize it. (4) Given the product [C:36]([O:39][C:40](=[O:41])[NH:42][C:25]1[CH:20]=[CH:21][C:22]([O:26][CH2:27][CH:28]2[CH2:29][CH2:30][N:31]([CH3:34])[CH2:32][CH2:33]2)=[CH:23][CH:24]=1)([CH3:38])([CH3:37])[CH3:35], predict the reactants needed to synthesize it. The reactants are: ClC1C=CC(C2C(C3C=CN=C(N[C:20]4[CH:25]=[CH:24][CH:23]=[C:22]([O:26][CH2:27][CH:28]5[CH2:33][CH2:32][N:31]([CH3:34])[CH2:30][CH2:29]5)[CH:21]=4)N=3)=CNN=2)=CC=1.[CH3:35][C:36]([O:39][C:40]([NH:42]C1C=CC(O)=CC=1)=[O:41])([CH3:38])[CH3:37]. (5) Given the product [F:21][C@@H:19]1[CH2:20][N:16]([C:14](=[O:15])[CH2:13][NH:12][C:7]23[CH2:8][CH2:9][C:4]([C:1]([NH:28][C:27]4[CH:29]=[CH:30][C:31]([N:32]5[CH2:33][CH2:34][O:35][CH2:36][CH2:37]5)=[C:25]([F:24])[CH:26]=4)=[O:3])([CH2:11][CH2:10]2)[CH2:5][CH2:6]3)[C@H:17]([C:22]#[N:23])[CH2:18]1, predict the reactants needed to synthesize it. The reactants are: [C:1]([C:4]12[CH2:11][CH2:10][C:7]([NH:12][CH2:13][C:14]([N:16]3[CH2:20][C@@H:19]([F:21])[CH2:18][C@H:17]3[C:22]#[N:23])=[O:15])([CH2:8][CH2:9]1)[CH2:6][CH2:5]2)([OH:3])=O.[F:24][C:25]1[CH:26]=[C:27]([CH:29]=[CH:30][C:31]=1[N:32]1[CH2:37][CH2:36][O:35][CH2:34][CH2:33]1)[NH2:28]. (6) Given the product [Cl:1][C:2]1[CH:7]=[CH:6][C:5]([I:8])=[CH:4][C:3]=1[CH2:9][C:20]1[CH:21]=[CH:22][C:17]([OH:23])=[CH:18][CH:19]=1, predict the reactants needed to synthesize it. The reactants are: [Cl:1][C:2]1[CH:7]=[CH:6][C:5]([I:8])=[CH:4][C:3]=1[CH2:9]O.CCCCCC.[C:17]1([OH:23])[CH:22]=[CH:21][CH:20]=[CH:19][CH:18]=1. (7) Given the product [CH:18]([N:21]1[CH2:26][CH2:25][N:24]([C:2]2[N:3]=[N:4][C:5]([C:8]3[CH:13]=[CH:12][C:11]([NH:14][C:15](=[O:17])[CH3:16])=[CH:10][CH:9]=3)=[CH:6][CH:7]=2)[CH2:23][CH2:22]1)([CH3:20])[CH3:19], predict the reactants needed to synthesize it. The reactants are: Cl[C:2]1[N:3]=[N:4][C:5]([C:8]2[CH:13]=[CH:12][C:11]([NH:14][C:15](=[O:17])[CH3:16])=[CH:10][CH:9]=2)=[CH:6][CH:7]=1.[CH:18]([N:21]1[CH2:26][CH2:25][NH:24][CH2:23][CH2:22]1)([CH3:20])[CH3:19]. (8) Given the product [CH2:26]([C:28]1[CH:29]=[N:30][N:31]2[CH:36]=[C:35]([C:37]3[CH:42]=[CH:41][CH:40]=[CH:39][CH:38]=3)[C:34]([C:43]3[CH:50]=[CH:49][C:46]([CH2:11][N:8]4[CH2:7][CH2:6][CH:5]([C:3]5[N:25]=[C:24]([C:19]6[CH:20]=[CH:21][CH:22]=[CH:23][N:18]=6)[NH:2][N:1]=5)[CH2:10][CH2:9]4)=[CH:45][CH:44]=3)=[N:33][C:32]=12)[CH3:27], predict the reactants needed to synthesize it. The reactants are: [NH:1]([C:3]([CH:5]1[CH2:10][CH2:9][N:8]([C:11](OC(C)(C)C)=O)[CH2:7][CH2:6]1)=O)[NH2:2].[N:18]1[CH:23]=[CH:22][CH:21]=[CH:20][C:19]=1[C:24]#[N:25].[CH2:26]([C:28]1[CH:29]=[N:30][N:31]2[CH:36]=[C:35]([C:37]3[CH:42]=[CH:41][CH:40]=[CH:39][CH:38]=3)[C:34]([C:43]3[CH:50]=[CH:49][C:46](C=O)=[CH:45][CH:44]=3)=[N:33][C:32]=12)[CH3:27].[BH-](OC(C)=O)(OC(C)=O)OC(C)=O.[Na+].